Task: Predict the product of the given reaction.. Dataset: Forward reaction prediction with 1.9M reactions from USPTO patents (1976-2016) (1) Given the reactants CCCC[N+](CCCC)(CCCC)CCCC.[F-].[Si]([CH2:36][C:37]([CH2:50][OH:51])([CH2:48][OH:49])[CH2:38][N:39]1[CH:46]=[C:45]([F:47])[C:43]([NH2:44])=[N:42][C:40]1=[O:41])(C(C)(C)C)(C1C=CC=CC=1)C1C=CC=CC=1.C1C[O:55]CC1, predict the reaction product. The product is: [OH:49][CH2:48][C:37]([CH2:36][OH:55])([CH2:50][OH:51])[CH2:38][N:39]1[CH:46]=[C:45]([F:47])[C:43]([NH2:44])=[N:42][C:40]1=[O:41]. (2) Given the reactants [I-].[C:2]1([S:8]([C:11]2[CH:29]=[CH:28][C:14]3[N:15]([C:21]4[CH:26]=[CH:25][N+:24]([CH3:27])=[CH:23][CH:22]=4)[CH2:16][C:17]([CH3:20])([CH3:19])[O:18][C:13]=3[CH:12]=2)(=[O:10])=[O:9])[CH:7]=[CH:6][CH:5]=[CH:4][CH:3]=1.[BH4-].[Na+], predict the reaction product. The product is: [C:2]1([S:8]([C:11]2[CH:29]=[CH:28][C:14]3[N:15]([CH:21]4[CH2:26][CH2:25][N:24]([CH3:27])[CH2:23][CH2:22]4)[CH2:16][C:17]([CH3:19])([CH3:20])[O:18][C:13]=3[CH:12]=2)(=[O:10])=[O:9])[CH:7]=[CH:6][CH:5]=[CH:4][CH:3]=1. (3) Given the reactants C([N:8]1[CH2:13][CH2:12][C:11]2([CH2:22][C:21](=[O:23])[C:20]3[C:15](=[CH:16][C:17]([O:24][CH3:25])=[CH:18][CH:19]=3)[O:14]2)[CH2:10][CH2:9]1)(OC(C)(C)C)=O.[ClH:26], predict the reaction product. The product is: [ClH:26].[CH3:25][O:24][C:17]1[CH:16]=[C:15]2[C:20]([C:21](=[O:23])[CH2:22][C:11]3([O:14]2)[CH2:10][CH2:9][NH:8][CH2:13][CH2:12]3)=[CH:19][CH:18]=1. (4) The product is: [F:23][C:22]1[CH:21]=[C:20]2[C:15]([CH:16]=[CH:17][CH:18]=[N:19]2)=[CH:14][C:13]=1[CH:11]([C:8]1[N:6]2[N:7]=[C:2]([C:29](=[O:31])[CH3:30])[CH:3]=[CH:4][C:5]2=[N:10][N:9]=1)[CH3:12]. Given the reactants Cl[C:2]1[CH:3]=[CH:4][C:5]2[N:6]([C:8]([CH:11]([C:13]3[CH:14]=[C:15]4[C:20](=[CH:21][C:22]=3[F:23])[N:19]=[CH:18][CH:17]=[CH:16]4)[CH3:12])=[N:9][N:10]=2)[N:7]=1.C([Sn](CCCC)(CCCC)[C:29]([O:31]CC)=[CH2:30])CCC, predict the reaction product. (5) Given the reactants [OH:1][CH2:2][CH2:3][N:4]([CH:22]([CH3:24])[CH3:23])[C:5]([C:7]1[S:8][C:9]2[CH2:10][CH2:11][O:12][C:13]3[CH:20]=[CH:19][C:18](Br)=[CH:17][C:14]=3[C:15]=2[N:16]=1)=[O:6].[CH3:25][C:26]1[C:31](B2OC(C)(C)C(C)(C)O2)=[CH:30][N:29]=[C:28]([NH2:41])[N:27]=1, predict the reaction product. The product is: [OH:1][CH2:2][CH2:3][N:4]([CH:22]([CH3:24])[CH3:23])[C:5]([C:7]1[S:8][C:9]2[CH2:10][CH2:11][O:12][C:13]3[CH:20]=[CH:19][C:18]([C:31]4[C:26]([CH3:25])=[N:27][C:28]([NH2:41])=[N:29][CH:30]=4)=[CH:17][C:14]=3[C:15]=2[N:16]=1)=[O:6]. (6) Given the reactants CCN(C(C)C)C(C)C.Cl.Cl.[N:12]1[CH:17]=[CH:16][CH:15]=[CH:14][C:13]=1[C:18]1([NH2:21])[CH2:20][CH2:19]1.[Cl:22][C:23]1[CH:31]=[CH:30][C:26]([C:27](O)=[O:28])=[CH:25][C:24]=1[C:32]1[CH:33]=[C:34]2[C:40]([C:41]([O:43][CH3:44])=[O:42])=[C:39]([C:45]3[CH:50]=[CH:49][C:48]([F:51])=[CH:47][CH:46]=3)[O:38][C:35]2=[N:36][CH:37]=1.CN(C(ON1N=NC2C=CC=NC1=2)=[N+](C)C)C.F[P-](F)(F)(F)(F)F, predict the reaction product. The product is: [Cl:22][C:23]1[CH:31]=[CH:30][C:26]([C:27](=[O:28])[NH:21][C:18]2([C:13]3[CH:14]=[CH:15][CH:16]=[CH:17][N:12]=3)[CH2:20][CH2:19]2)=[CH:25][C:24]=1[C:32]1[CH:33]=[C:34]2[C:40]([C:41]([O:43][CH3:44])=[O:42])=[C:39]([C:45]3[CH:46]=[CH:47][C:48]([F:51])=[CH:49][CH:50]=3)[O:38][C:35]2=[N:36][CH:37]=1. (7) Given the reactants C([N-]C(C)C)(C)C.[Li+].[C:9]([OH:12])(=[O:11])[CH3:10].[CH3:13][CH:14]([C:16](=[O:20])[CH:17]([CH3:19])[CH3:18])[CH3:15], predict the reaction product. The product is: [OH:20][C:16]([CH:17]([CH3:19])[CH3:18])([CH:14]([CH3:15])[CH3:13])[CH2:10][C:9]([OH:12])=[O:11].